Dataset: Experimentally validated miRNA-target interactions with 360,000+ pairs, plus equal number of negative samples. Task: Binary Classification. Given a miRNA mature sequence and a target amino acid sequence, predict their likelihood of interaction. The miRNA is hsa-miR-18a-3p with sequence ACUGCCCUAAGUGCUCCUUCUGG. The protein sequence of the target gene is MGSENSALKSYTLRESPFTLPSGLAVYPAILQDGKCASVFVYKRENEDKVNKAAKHLKTLRHPCLLRFLSCTVEADGIHLVTERVQPLEVALETLSPAEVCAGIYDILLALIFLHDRGHLTHNNVCLSSVFVSEDGHWKLGGMETVCQVPQATPEFLRNIQSVRDPASIPPEEMSPEFSGLPESHGHARDAYAFGALVDSLLPIFNEQVSADVLSSFLQILHSALLNPMPECRPALSTLLSHDFFRNDFLEVVNFLKSLTLKSEDEKTEFFKFLLDRVSCLSEELIASRLVPLLLNQLVF.... Result: 0 (no interaction).